From a dataset of Forward reaction prediction with 1.9M reactions from USPTO patents (1976-2016). Predict the product of the given reaction. (1) Given the reactants [Cl:1][C:2]1[CH:7]=[CH:6][C:5]([C:8](=O)[CH2:9][CH3:10])=[CH:4][CH:3]=1.Cl.[NH2:13][OH:14].N1C=CC=CC=1, predict the reaction product. The product is: [Cl:1][C:2]1[CH:7]=[CH:6][C:5]([C:8](=[N:13][OH:14])[CH2:9][CH3:10])=[CH:4][CH:3]=1. (2) Given the reactants [CH2:1]([O:3][C:4]1[CH:5]=[C:6]([C:13]2[O:17][N:16]=[C:15]([C:18]3[CH:26]=[CH:25][CH:24]=[C:23]4[C:19]=3[CH2:20][CH2:21][N:22]4[CH:27]3[CH2:32][O:31]C(C)(C)[O:29][CH2:28]3)[N:14]=2)[CH:7]=[CH:8][C:9]=1[O:10][CH2:11][CH3:12])[CH3:2].[Na+].[I-].CO, predict the reaction product. The product is: [CH2:1]([O:3][C:4]1[CH:5]=[C:6]([C:13]2[O:17][N:16]=[C:15]([C:18]3[CH:26]=[CH:25][CH:24]=[C:23]4[C:19]=3[CH2:20][CH2:21][N:22]4[CH:27]([CH2:32][OH:31])[CH2:28][OH:29])[N:14]=2)[CH:7]=[CH:8][C:9]=1[O:10][CH2:11][CH3:12])[CH3:2]. (3) Given the reactants [Cl:1][C:2]1[CH:7]=[CH:6][C:5]([S:8]([NH:11][C:12]2[C:13]([C:19]3[N:20]([CH:29]([CH3:31])[CH3:30])[C:21]([C:24]([O:26]CC)=O)=[N:22][N:23]=3)=[N:14][CH:15]=[C:16]([Cl:18])[CH:17]=2)(=[O:10])=[O:9])=[CH:4][C:3]=1[C:32]([F:35])([F:34])[F:33].C1COCC1.[NH4+:41].[OH-], predict the reaction product. The product is: [Cl:1][C:2]1[CH:7]=[CH:6][C:5]([S:8]([NH:11][C:12]2[C:13]([C:19]3[N:20]([CH:29]([CH3:30])[CH3:31])[C:21]([C:24]([NH2:41])=[O:26])=[N:22][N:23]=3)=[N:14][CH:15]=[C:16]([Cl:18])[CH:17]=2)(=[O:10])=[O:9])=[CH:4][C:3]=1[C:32]([F:34])([F:35])[F:33]. (4) Given the reactants [Br:1]Br.[NH2:3][C:4]1[CH:11]=[CH:10][C:7]([C:8]#[N:9])=[CH:6][N:5]=1, predict the reaction product. The product is: [NH2:3][C:4]1[C:11]([Br:1])=[CH:10][C:7]([C:8]#[N:9])=[CH:6][N:5]=1. (5) Given the reactants N1C=CC=C(C2C=CC3N(C(C=O)=CN=3)C=2)C=1.Br[C:19]1[CH:20]=[CH:21][C:22]2[N:23]([C:25]([CH:28]=[O:29])=[CH:26][N:27]=2)[CH:24]=1.[CH3:30][O:31][C:32]1[N:37]=[CH:36][C:35](B(O)O)=[CH:34][N:33]=1, predict the reaction product. The product is: [CH3:30][O:31][C:32]1[N:37]=[CH:36][C:35]([C:19]2[CH:20]=[CH:21][C:22]3[N:23]([C:25]([CH:28]=[O:29])=[CH:26][N:27]=3)[CH:24]=2)=[CH:34][N:33]=1. (6) The product is: [Cl:3][C:4]1[CH:9]=[CH:8][C:7]([CH:10]([OH:15])[CH2:11][CH:12]([OH:14])[CH3:13])=[CH:6][C:5]=1[F:16]. Given the reactants [BH4-].[Na+].[Cl:3][C:4]1[CH:9]=[CH:8][C:7]([CH:10]([OH:15])[CH2:11][C:12](=[O:14])[CH3:13])=[CH:6][C:5]=1[F:16].[Cl-].[NH4+], predict the reaction product.